This data is from Full USPTO retrosynthesis dataset with 1.9M reactions from patents (1976-2016). The task is: Predict the reactants needed to synthesize the given product. Given the product [N:10]1[CH:11]=[CH:12][CH:13]=[C:8]([N:7]2[CH:3]=[C:4]([C:14]3[CH2:15][CH2:16][NH:17][CH2:18][CH:19]=3)[N:5]=[N:6]2)[CH:9]=1, predict the reactants needed to synthesize it. The reactants are: Cl.C[C:3]1[N:7]([C:8]2[CH:9]=[N:10][CH:11]=[CH:12][CH:13]=2)[N:6]=[N:5][C:4]=1[C:14]1[CH2:15][CH2:16][N:17](C(OC(C)(C)C)=O)[CH2:18][CH:19]=1.